From a dataset of HIV replication inhibition screening data with 41,000+ compounds from the AIDS Antiviral Screen. Binary Classification. Given a drug SMILES string, predict its activity (active/inactive) in a high-throughput screening assay against a specified biological target. (1) The compound is O=C(OC1CCCCC1)c1cc(NC(=S)c2ccsc2)ccc1Cl. The result is 1 (active). (2) The molecule is CC(=O)Nc1ccccc1Sc1ccccc1. The result is 0 (inactive).